This data is from Full USPTO retrosynthesis dataset with 1.9M reactions from patents (1976-2016). The task is: Predict the reactants needed to synthesize the given product. (1) Given the product [C:60]([O:64][C:65]([N:67]1[CH2:68][CH2:69][N:70]([CH2:73][CH2:74][CH2:75][NH:76][C:26](=[O:28])[C:25]2[CH:29]=[CH:30][C:22]([NH:21][C:19]3[N:18]=[CH:17][C:8]4[N:9]([CH3:16])[C:10](=[O:15])[C:11]([F:13])([F:14])[CH2:12][N:6]([CH:1]5[CH2:2][CH2:3][CH2:4][CH2:5]5)[C:7]=4[N:20]=3)=[C:23]([O:31][CH3:32])[CH:24]=2)[CH2:71][CH2:72]1)=[O:66])([CH3:63])([CH3:62])[CH3:61], predict the reactants needed to synthesize it. The reactants are: [CH:1]1([N:6]2[CH2:12][C:11]([F:14])([F:13])[C:10](=[O:15])[N:9]([CH3:16])[C:8]3[CH:17]=[N:18][C:19]([NH:21][C:22]4[CH:30]=[CH:29][C:25]([C:26]([OH:28])=O)=[CH:24][C:23]=4[O:31][CH3:32])=[N:20][C:7]2=3)[CH2:5][CH2:4][CH2:3][CH2:2]1.F[P-](F)(F)(F)(F)F.CN(C(N(C)C)=[N+]1C2C(=NC=CC=2)[N+]([O-])=N1)C.ClCCl.[C:60]([O:64][C:65]([N:67]1[CH2:72][CH2:71][N:70]([CH2:73][CH2:74][CH2:75][NH2:76])[CH2:69][CH2:68]1)=[O:66])([CH3:63])([CH3:62])[CH3:61]. (2) The reactants are: C(S(O[CH2:8][C@H:9]1[CH2:14][CH2:13][C@H:12]([OH:15])[C@@H:11]([C:16]2[CH:21]=[CH:20][CH:19]=[CH:18][C:17]=2[CH3:22])[C@@H:10]1[CH2:23]OS(CCC)(=O)=O)(=O)=O)CC.[CH2:31]([NH2:38])[C:32]1[CH:37]=[CH:36][CH:35]=[CH:34][CH:33]=1. Given the product [CH2:31]([N:38]1[CH2:23][C@@H:10]2[C@H:9]([CH2:14][CH2:13][C@H:12]([OH:15])[C@H:11]2[C:16]2[CH:21]=[CH:20][CH:19]=[CH:18][C:17]=2[CH3:22])[CH2:8]1)[C:32]1[CH:37]=[CH:36][CH:35]=[CH:34][CH:33]=1, predict the reactants needed to synthesize it.